From a dataset of Peptide-MHC class II binding affinity with 134,281 pairs from IEDB. Regression. Given a peptide amino acid sequence and an MHC pseudo amino acid sequence, predict their binding affinity value. This is MHC class II binding data. (1) The peptide sequence is WLDAKSTWYGKPTGA. The MHC is DRB1_0401 with pseudo-sequence DRB1_0401. The binding affinity (normalized) is 0.0211. (2) The peptide sequence is YDKFLANVSTVLTGV. The MHC is DRB1_1101 with pseudo-sequence DRB1_1101. The binding affinity (normalized) is 0.521.